This data is from Catalyst prediction with 721,799 reactions and 888 catalyst types from USPTO. The task is: Predict which catalyst facilitates the given reaction. (1) Reactant: [OH:1][CH2:2][C:3]1[CH:4]=[CH:5][C:6]([NH:9][C:10]([C:12]2[CH:22]=[C:21]([O:23][C:24]3[CH:29]=[CH:28][C:27]([C:30](=[O:34])[N:31]([CH3:33])[CH3:32])=[C:26]([F:35])[CH:25]=3)[C:15]3[CH2:16][C:17]([CH3:20])([CH3:19])[O:18][C:14]=3[CH:13]=2)=[O:11])=[N:7][CH:8]=1.CC(OI1(OC(C)=O)(OC(C)=O)OC(=O)C2C=CC=CC1=2)=O. Product: [CH:2]([C:3]1[CH:4]=[CH:5][C:6]([NH:9][C:10]([C:12]2[CH:22]=[C:21]([O:23][C:24]3[CH:29]=[CH:28][C:27]([C:30](=[O:34])[N:31]([CH3:33])[CH3:32])=[C:26]([F:35])[CH:25]=3)[C:15]3[CH2:16][C:17]([CH3:20])([CH3:19])[O:18][C:14]=3[CH:13]=2)=[O:11])=[N:7][CH:8]=1)=[O:1]. The catalyst class is: 2. (2) Reactant: [H-].[Na+].[O:3]=[C:4]1[CH2:11][N:10]([C:12]([O:14][C:15]([CH3:18])([CH3:17])[CH3:16])=[O:13])[CH2:9][C:6]2([CH2:8][CH2:7]2)[NH:5]1.[CH2:19](Br)[C:20]1[CH:25]=[CH:24][CH:23]=[CH:22][CH:21]=1.C(O)C. Product: [CH2:19]([N:5]1[C:4](=[O:3])[CH2:11][N:10]([C:12]([O:14][C:15]([CH3:18])([CH3:17])[CH3:16])=[O:13])[CH2:9][C:6]21[CH2:7][CH2:8]2)[C:20]1[CH:25]=[CH:24][CH:23]=[CH:22][CH:21]=1. The catalyst class is: 375. (3) Reactant: [Cl:1][C:2]1[N:3]=[C:4](Cl)[C:5]2[CH2:10][N:9]([C:11]([O:13][CH2:14][CH:15]3[C:27]4[CH:26]=[CH:25][CH:24]=[CH:23][C:22]=4[C:21]4[C:16]3=[CH:17][CH:18]=[CH:19][CH:20]=4)=[O:12])[CH2:8][C:6]=2[N:7]=1.[CH3:29][C:30]1[CH:34]=[C:33]([NH2:35])[NH:32][N:31]=1. The catalyst class is: 32. Product: [CH3:29][C:30]1[CH:34]=[C:33]([NH:35][C:4]2[C:5]3[CH2:10][N:9]([C:11]([O:13][CH2:14][CH:15]4[C:16]5[CH:17]=[CH:18][CH:19]=[CH:20][C:21]=5[C:22]5[C:27]4=[CH:26][CH:25]=[CH:24][CH:23]=5)=[O:12])[CH2:8][C:6]=3[N:7]=[C:2]([Cl:1])[N:3]=2)[NH:32][N:31]=1. (4) Reactant: [Cl:1][C:2]1[CH:11]=[CH:10][CH:9]=[CH:8][C:3]=1[O:4][CH2:5][CH2:6][OH:7].[H-].[Na+].[Cl:14][C:15]1[C:24](Cl)=[N:23][C:22]2[C:17](=[CH:18][CH:19]=[CH:20][CH:21]=2)[N:16]=1. Product: [Cl:14][C:15]1[C:24]([O:7][CH2:6][CH2:5][O:4][C:3]2[CH:8]=[CH:9][CH:10]=[CH:11][C:2]=2[Cl:1])=[N:23][C:22]2[C:17](=[CH:18][CH:19]=[CH:20][CH:21]=2)[N:16]=1. The catalyst class is: 12. (5) Reactant: [CH3:1][C:2]1[CH:9]=[CH:8][CH:7]=[C:6]([CH3:10])[C:3]=1[CH2:4]O.C(N(CC)CC)C.CS(Cl)(=O)=O.[Br-:23].[Li+]. Product: [Br:23][CH2:4][C:3]1[C:2]([CH3:1])=[CH:9][CH:8]=[CH:7][C:6]=1[CH3:10]. The catalyst class is: 46. (6) Reactant: C([O-])([O-])=O.[K+].[K+].[Br:7][C:8]1[C:16]2[C:11](=[N:12][CH:13]=[C:14]([NH2:17])[CH:15]=2)[N:10](S(C2C=CC(C)=CC=2)(=O)=O)[N:9]=1. Product: [Br:7][C:8]1[C:16]2[C:11](=[N:12][CH:13]=[C:14]([NH2:17])[CH:15]=2)[NH:10][N:9]=1. The catalyst class is: 24. (7) Reactant: [CH2:1]([O:5][C:6]1[N:11]=[C:10]([OH:12])[CH:9]=[C:8]([OH:13])[N:7]=1)[CH2:2][CH2:3][CH3:4].[N+:14]([O-])([OH:16])=[O:15].C(O)(=O)C. Product: [CH2:1]([O:5][C:6]1[N:11]=[C:10]([OH:12])[C:9]([N+:14]([O-:16])=[O:15])=[C:8]([OH:13])[N:7]=1)[CH2:2][CH2:3][CH3:4]. The catalyst class is: 6. (8) Reactant: [Cl:1][C:2]1[N:3]=[N:4][C:5](Cl)=[CH:6][CH:7]=1.[C:9]1([OH:15])[CH:14]=[CH:13][CH:12]=[CH:11][CH:10]=1.C(=O)([O-])[O-].[K+].[K+].Cl. Product: [Cl:1][C:2]1[N:3]=[N:4][C:5]([O:15][C:9]2[CH:14]=[CH:13][CH:12]=[CH:11][CH:10]=2)=[CH:6][CH:7]=1. The catalyst class is: 156. (9) Reactant: C1(C([O:14][C:15](=[O:36])[C:16]([OH:35])=[CH:17][C:18]([C:20]2[C:28]3[C:23](=[CH:24][CH:25]=[C:26]([Cl:29])[CH:27]=3)[N:22]([C:30](=[O:34])[N:31]([CH3:33])[CH3:32])[CH:21]=2)=[O:19])C2C=CC=CC=2)C=CC=CC=1.FC(F)(F)C(O)=O. Product: [CH3:33][N:31]([CH3:32])[C:30]([N:22]1[C:23]2[C:28](=[CH:27][C:26]([Cl:29])=[CH:25][CH:24]=2)[C:20]([C:18](=[O:19])[CH:17]=[C:16]([OH:35])[C:15]([OH:36])=[O:14])=[CH:21]1)=[O:34]. The catalyst class is: 4. (10) Product: [C:1]([C:5]1[CH:6]=[C:7]([NH:18][C:19]([NH:21][C:22]2[C:31]3[C:26](=[CH:27][CH:28]=[CH:29][CH:30]=3)[C:25]([O:32][C:33]3[CH:38]=[CH:37][N:36]=[C:35]([NH:45][C:44]4[CH:46]=[C:47]([O:48][CH2:49][CH2:50][O:51][CH2:52][CH2:53][O:54][CH2:55][CH2:56][O:57][CH3:58])[C:41]([Cl:40])=[C:42]([O:59][CH3:60])[CH:43]=4)[N:34]=3)=[CH:24][CH:23]=2)=[O:20])[C:8]([O:16][CH3:17])=[C:9]([NH:11][S:12]([CH3:15])(=[O:13])=[O:14])[CH:10]=1)([CH3:2])([CH3:4])[CH3:3]. Reactant: [C:1]([C:5]1[CH:6]=[C:7]([NH:18][C:19]([NH:21][C:22]2[C:31]3[C:26](=[CH:27][CH:28]=[CH:29][CH:30]=3)[C:25]([O:32][C:33]3[CH:38]=[CH:37][N:36]=[C:35](Cl)[N:34]=3)=[CH:24][CH:23]=2)=[O:20])[C:8]([O:16][CH3:17])=[C:9]([NH:11][S:12]([CH3:15])(=[O:14])=[O:13])[CH:10]=1)([CH3:4])([CH3:3])[CH3:2].[Cl:40][C:41]1[C:47]([O:48][CH2:49][CH2:50][O:51][CH2:52][CH2:53][O:54][CH2:55][CH2:56][O:57][CH3:58])=[CH:46][C:44]([NH2:45])=[CH:43][C:42]=1[O:59][CH3:60]. The catalyst class is: 118.